This data is from Catalyst prediction with 721,799 reactions and 888 catalyst types from USPTO. The task is: Predict which catalyst facilitates the given reaction. (1) Reactant: Cl.[Cl:2][C:3]1[N:4]=[C:5]([C:9]2[CH:10]=[N:11][CH:12]=[CH:13][CH:14]=2)[S:6][C:7]=1[NH2:8].N1C=CC=CC=1.[CH3:21][CH:22]([CH2:26][S:27][CH3:28])[C:23](Cl)=[O:24].O. Product: [Cl:2][C:3]1[N:4]=[C:5]([C:9]2[CH:10]=[N:11][CH:12]=[CH:13][CH:14]=2)[S:6][C:7]=1[NH:8][C:23](=[O:24])[CH:22]([CH3:21])[CH2:26][S:27][CH3:28]. The catalyst class is: 143. (2) Reactant: [NH2:1][C:2]1[N:7]=[N:6][C:5]([C:8]#[C:9][CH2:10][CH2:11][N:12]2[CH:16]=[C:15]([C:17]([O:19][C:20]([CH3:23])([CH3:22])[CH3:21])=[O:18])[N:14]=[N:13]2)=[CH:4][CH:3]=1. Product: [NH2:1][C:2]1[N:7]=[N:6][C:5]([CH2:8][CH2:9][CH2:10][CH2:11][N:12]2[CH:16]=[C:15]([C:17]([O:19][C:20]([CH3:23])([CH3:22])[CH3:21])=[O:18])[N:14]=[N:13]2)=[CH:4][CH:3]=1. The catalyst class is: 227. (3) Reactant: [Br:1][C:2]1[CH:7]=[C:6]([C:8]([OH:10])=O)[CH:5]=[CH:4][N:3]=1.C1C=CC2N(O)N=NC=2C=1.CN([C:24]([O:28][N:29]1N=NC2C=CC=C[C:30]1=2)=[N+](C)C)C.F[P-](F)(F)(F)(F)F.Cl.CNOC.C(N(C(C)C)CC)(C)C. Product: [Br:1][C:2]1[CH:7]=[C:6]([CH:5]=[CH:4][N:3]=1)[C:8]([N:29]([O:28][CH3:24])[CH3:30])=[O:10]. The catalyst class is: 58. (4) Reactant: Cl.[O:2]=[C:3]1[C:8]([C:9]([O:11][CH3:12])=[O:10])=[CH:7][CH:6]=[CH:5][NH:4]1.Br[C:14]1[CH:19]=[CH:18][CH:17]=[CH:16][CH:15]=1.CNCCNC.[O-]P([O-])([O-])=O.[K+].[K+].[K+]. Product: [O:2]=[C:3]1[C:8]([C:9]([O:11][CH3:12])=[O:10])=[CH:7][CH:6]=[CH:5][N:4]1[C:14]1[CH:19]=[CH:18][CH:17]=[CH:16][CH:15]=1. The catalyst class is: 185. (5) Reactant: [NH:1]([C:28]([CH3:30])=[O:29])[C@@H:2]([C:18]([N:20]1[CH2:27][CH2:26][CH2:25][C@@H:21]1[C:22]([OH:24])=O)=[O:19])[CH2:3][CH2:4][CH2:5][CH2:6][NH:7][C:8]([O:10][CH2:11][C:12]1[CH:17]=[CH:16][CH:15]=[CH:14][CH:13]=1)=[O:9].Cl.[NH2:32][C@@H:33]([C:37]([NH2:39])=[O:38])[CH:34]([CH3:36])[CH3:35].CN(C(ON1N=NC2C=CC=CC1=2)=[N+](C)C)C.F[P-](F)(F)(F)(F)F.C(N(C(C)C)C(C)C)C. Product: [NH:1]([C:28]([CH3:30])=[O:29])[C@@H:2]([C:18]([N:20]1[CH2:27][CH2:26][CH2:25][C@@H:21]1[C:22]([NH:32][C@@H:33]([C:37]([NH2:39])=[O:38])[CH:34]([CH3:36])[CH3:35])=[O:24])=[O:19])[CH2:3][CH2:4][CH2:5][CH2:6][NH:7][C:8]([O:10][CH2:11][C:12]1[CH:13]=[CH:14][CH:15]=[CH:16][CH:17]=1)=[O:9]. The catalyst class is: 3. (6) Reactant: ClN1[N:7]=[C:6]([Cl:8])C=CN1.[CH:9]([N:12]([CH:15](C)C)CC)(C)C.[F:18][C:19]([F:28])([F:27])[C:20]1[CH:26]=[CH:25][C:23]([NH2:24])=[CH:22][CH:21]=1.C[N:30](C)C=O. Product: [Cl:8][C:6]1[N:7]=[CH:15][N:12]=[C:9]([NH:24][C:23]2[CH:25]=[CH:26][C:20]([C:19]([F:27])([F:28])[F:18])=[CH:21][CH:22]=2)[N:30]=1. The catalyst class is: 13. (7) Reactant: [C:1]1([CH2:7][C:8]([NH:10][C:11]([NH:13][C:14]2[CH:19]=[CH:18][C:17]([O:20][C:21]3[N:26]=[CH:25][N:24]=[C:23]4[N:27](C5CCCCO5)[N:28]=[CH:29][C:22]=34)=[CH:16][CH:15]=2)=[S:12])=[O:9])[CH:6]=[CH:5][CH:4]=[CH:3][CH:2]=1.Cl.O1CCOCC1. Product: [C:1]1([CH2:7][C:8]([NH:10][C:11]([NH:13][C:14]2[CH:15]=[CH:16][C:17]([O:20][C:21]3[N:26]=[CH:25][N:24]=[C:23]4[NH:27][N:28]=[CH:29][C:22]=34)=[CH:18][CH:19]=2)=[S:12])=[O:9])[CH:6]=[CH:5][CH:4]=[CH:3][CH:2]=1. The catalyst class is: 28.